Dataset: Full USPTO retrosynthesis dataset with 1.9M reactions from patents (1976-2016). Task: Predict the reactants needed to synthesize the given product. (1) Given the product [F:33][C:2]1([F:1])[CH2:7][CH2:6][CH:5]([CH2:8][C:9]2[N:13]3[C:14]([CH3:28])=[CH:15][C:16]([C:18](=[O:27])[CH:19]([OH:20])[CH:21]4[CH2:22][CH2:23][O:24][CH2:25][CH2:26]4)=[CH:17][C:12]3=[N:11][C:10]=2[C:29]([F:31])([F:32])[F:30])[CH2:4][CH2:3]1, predict the reactants needed to synthesize it. The reactants are: [F:1][C:2]1([F:33])[CH2:7][CH2:6][CH:5]([CH2:8][C:9]2[N:13]3[C:14]([CH3:28])=[CH:15][C:16]([CH:18]([OH:27])[CH:19]([CH:21]4[CH2:26][CH2:25][O:24][CH2:23][CH2:22]4)[OH:20])=[CH:17][C:12]3=[N:11][C:10]=2[C:29]([F:32])([F:31])[F:30])[CH2:4][CH2:3]1. (2) The reactants are: [OH-].[Na+].[C:3]([C:5]1[CH:6]=[C:7]([C:15]2[O:19][N:18]=[C:17]([C:20]3[C:21]([O:34][CH3:35])=[C:22]([CH2:26][CH2:27][CH2:28][C:29]([O:31]CC)=[O:30])[CH:23]=[CH:24][CH:25]=3)[N:16]=2)[CH:8]=[CH:9][C:10]=1[O:11][CH:12]([CH3:14])[CH3:13])#[N:4].Cl. Given the product [C:3]([C:5]1[CH:6]=[C:7]([C:15]2[O:19][N:18]=[C:17]([C:20]3[C:21]([O:34][CH3:35])=[C:22]([CH2:26][CH2:27][CH2:28][C:29]([OH:31])=[O:30])[CH:23]=[CH:24][CH:25]=3)[N:16]=2)[CH:8]=[CH:9][C:10]=1[O:11][CH:12]([CH3:14])[CH3:13])#[N:4], predict the reactants needed to synthesize it. (3) Given the product [CH3:13][C@@:8]1([CH2:14][CH2:15][CH2:16][C@H:17]([CH3:18])[CH2:19][CH2:20][CH2:21][C@H:22]([CH3:23])[CH2:24][CH2:25][CH2:26][CH:27]([CH3:29])[CH3:28])[CH2:7][CH2:6][C:5]2[C:10](=[C:11]([CH3:12])[C:2]([CH3:1])=[C:3]([O:30][CH2:40][C:39]([CH3:41])=[CH2:38])[CH:4]=2)[O:9]1, predict the reactants needed to synthesize it. The reactants are: [CH3:1][C:2]1[C:11]([CH3:12])=[C:10]2[C:5]([CH2:6][CH2:7][C@:8]([CH2:14][CH2:15][CH2:16][C@@H:17]([CH2:19][CH2:20][CH2:21][C@@H:22]([CH2:24][CH2:25][CH2:26][CH:27]([CH3:29])[CH3:28])[CH3:23])[CH3:18])([CH3:13])[O:9]2)=[CH:4][C:3]=1[OH:30].C([O-])([O-])=O.[K+].[K+].Cl[CH2:38][C:39]([CH3:41])=[CH2:40].[Na+].[I-]. (4) Given the product [Br:1][C:2]1[CH:7]=[CH:6][C:5]([C@@H:8]([NH:10][CH2:24][CH2:23][C:13]2[CH:14]=[C:15]([O:21][CH3:22])[C:16]([N+:18]([O-:20])=[O:19])=[CH:17][C:12]=2[Cl:11])[CH3:9])=[CH:4][CH:3]=1, predict the reactants needed to synthesize it. The reactants are: [Br:1][C:2]1[CH:7]=[CH:6][C:5]([C@@H:8]([NH2:10])[CH3:9])=[CH:4][CH:3]=1.[Cl:11][C:12]1[CH:17]=[C:16]([N+:18]([O-:20])=[O:19])[C:15]([O:21][CH3:22])=[CH:14][C:13]=1[CH:23]=[CH2:24].C1(C=CC(O)=CC=1)O.